From a dataset of Full USPTO retrosynthesis dataset with 1.9M reactions from patents (1976-2016). Predict the reactants needed to synthesize the given product. (1) Given the product [F:20][CH:21]([F:37])[C:22]1[CH:27]=[CH:26][C:25]([C:2]2[N:6]([CH3:7])[N:5]=[CH:4][C:3]=2[C:8]2[N:9]=[C:10]([CH3:19])[N:11]3[C:16]=2[C:15]([NH:17][CH3:18])=[N:14][CH:13]=[N:12]3)=[CH:24][CH:23]=1, predict the reactants needed to synthesize it. The reactants are: Br[C:2]1[N:6]([CH3:7])[N:5]=[CH:4][C:3]=1[C:8]1[N:9]=[C:10]([CH3:19])[N:11]2[C:16]=1[C:15]([NH:17][CH3:18])=[N:14][CH:13]=[N:12]2.[F:20][CH:21]([F:37])[C:22]1[CH:27]=[CH:26][C:25](B2OC(C)(C)C(C)(C)O2)=[CH:24][CH:23]=1.P([O-])([O-])([O-])=O.[K+].[K+].[K+].Cl.[OH-].[Na+]. (2) Given the product [F:2][C:3]1[CH:8]=[CH:7][C:6]([N:9]2[C:16]([C:18]3[CH:28]=[CH:27][C:21]4[S:22][CH2:23][C:24](=[O:26])[NH:25][C:20]=4[CH:19]=3)=[CH:15][C:14]([C:13]([F:31])([F:30])[F:12])=[N:10]2)=[C:5]([CH3:11])[CH:4]=1, predict the reactants needed to synthesize it. The reactants are: Cl.[F:2][C:3]1[CH:8]=[CH:7][C:6]([NH:9][NH2:10])=[C:5]([CH3:11])[CH:4]=1.[F:12][C:13]([F:31])([F:30])[C:14](=O)[CH2:15][C:16]([C:18]1[CH:28]=[CH:27][C:21]2[S:22][CH2:23][C:24](=[O:26])[NH:25][C:20]=2[CH:19]=1)=O. (3) Given the product [ClH:1].[Cl:1][C:2]1[CH:3]=[C:4]([S:9]([N:12]2[CH:25]([CH2:26][C:27]([NH:65][CH2:64][CH2:63][C:60]3[CH:61]=[CH:62][C:57]([C:53]4[NH:54][CH2:55][CH2:56][N:52]=4)=[CH:58][CH:59]=3)=[O:28])[C:24]3[C:19](=[CH:20][CH:21]=[C:22]([F:30])[CH:23]=3)[C:18]3[CH:17]=[CH:16][CH:15]=[CH:14][C:13]2=3)(=[O:10])=[O:11])[CH:5]=[CH:6][C:7]=1[Cl:8], predict the reactants needed to synthesize it. The reactants are: [Cl:1][C:2]1[CH:3]=[C:4]([S:9]([N:12]2[CH:25]([CH2:26][C:27](O)=[O:28])[C:24]3[C:19](=[CH:20][CH:21]=[C:22]([F:30])[CH:23]=3)[C:18]3[CH:17]=[CH:16][CH:15]=[CH:14][C:13]2=3)(=[O:11])=[O:10])[CH:5]=[CH:6][C:7]=1[Cl:8].C(N(CC)CC)C.Cl.CN(C)CCCN=C=NCC.Cl.Cl.[NH:52]1[CH2:56][CH2:55][N:54]=[C:53]1[C:57]1[CH:62]=[CH:61][C:60]([CH2:63][CH2:64][NH2:65])=[CH:59][CH:58]=1. (4) Given the product [Cl:1][C:2]1[CH:10]=[C:9]([S:11]([CH3:14])(=[O:13])=[O:12])[CH:8]=[CH:7][C:3]=1[C:4]([NH:15][C:16]1[N:20]([CH2:21][CH2:22][O:23][CH3:24])[N:19]=[N:18][N:17]=1)=[O:5], predict the reactants needed to synthesize it. The reactants are: [Cl:1][C:2]1[CH:10]=[C:9]([S:11]([CH3:14])(=[O:13])=[O:12])[CH:8]=[CH:7][C:3]=1[C:4](Cl)=[O:5].[NH2:15][C:16]1[N:20]([CH2:21][CH2:22][O:23][CH3:24])[N:19]=[N:18][N:17]=1.O.Cl. (5) Given the product [C:1]([O:5][C:6](=[O:33])[N:7]([C:9]([C:25]1[CH:30]=[CH:29][C:28]([Cl:31])=[C:27]([Cl:32])[CH:26]=1)([CH2:15][N:16]([CH3:24])[C:17](=[O:23])[CH2:18][C:19]([F:20])([F:21])[F:22])[CH2:10][CH:11]=[O:14])[CH3:8])([CH3:4])([CH3:2])[CH3:3], predict the reactants needed to synthesize it. The reactants are: [C:1]([O:5][C:6](=[O:33])[N:7]([C:9]([C:25]1[CH:30]=[CH:29][C:28]([Cl:31])=[C:27]([Cl:32])[CH:26]=1)([CH2:15][N:16]([CH3:24])[C:17](=[O:23])[CH2:18][C:19]([F:22])([F:21])[F:20])[CH2:10][CH:11]([OH:14])CO)[CH3:8])([CH3:4])([CH3:3])[CH3:2].I([O-])(=O)(=O)=O.[Na+].